This data is from Forward reaction prediction with 1.9M reactions from USPTO patents (1976-2016). The task is: Predict the product of the given reaction. (1) Given the reactants Cl[C:2]1[C:3]([NH2:9])=[N:4][CH:5]=[N:6][C:7]=1Cl.[NH2:10][C:11]1[CH:12]=[C:13]([OH:17])[CH:14]=[CH:15][CH:16]=1.CC1(C)C(C)(C)OB([C:26]2[CH:27]=[C:28]([S:32]([NH2:35])(=[O:34])=[O:33])[CH:29]=[CH:30][CH:31]=2)O1.[C:37](Cl)(=[O:40])[CH:38]=[CH2:39], predict the reaction product. The product is: [NH2:9][C:3]1[N:4]=[CH:5][N:6]=[C:7]([O:17][C:13]2[CH:12]=[C:11]([NH:10][C:37](=[O:40])[CH:38]=[CH2:39])[CH:16]=[CH:15][CH:14]=2)[C:2]=1[C:26]1[CH:31]=[CH:30][CH:29]=[C:28]([S:32](=[O:34])(=[O:33])[NH2:35])[CH:27]=1. (2) Given the reactants C([O:5][C:6]([CH:8]1[CH:12]([C:13]2[CH:18]=[CH:17][CH:16]=[C:15]([Cl:19])[CH:14]=2)[C:11]([C:26]#[N:27])([C:20]2[CH:21]=[N:22][CH:23]=[CH:24][CH:25]=2)[CH:10]([CH2:28][C:29]([CH3:32])([CH3:31])[CH3:30])[NH:9]1)=[O:7])(C)(C)C, predict the reaction product. The product is: [Cl:19][C:15]1[CH:14]=[C:13]([CH:12]2[C:11]([C:26]#[N:27])([C:20]3[CH:21]=[N:22][CH:23]=[CH:24][CH:25]=3)[CH:10]([CH2:28][C:29]([CH3:31])([CH3:32])[CH3:30])[NH:9][CH:8]2[C:6]([OH:7])=[O:5])[CH:18]=[CH:17][CH:16]=1. (3) The product is: [F:16][C:15]1[CH:14]=[C:13]([C:17]([OH:20])([CH3:18])[CH3:19])[CH:12]=[C:11]([F:21])[C:10]=1[C:4]1[S:3][C:2]([NH:1][C:23]2[CH:24]=[CH:25][C:26]([C:30]3[O:34][C:33](=[O:35])[NH:32][N:31]=3)=[C:27]([CH3:29])[N:28]=2)=[C:6]([C:7]([NH2:9])=[O:8])[CH:5]=1. Given the reactants [NH2:1][C:2]1[S:3][C:4]([C:10]2[C:15]([F:16])=[CH:14][C:13]([C:17]([OH:20])([CH3:19])[CH3:18])=[CH:12][C:11]=2[F:21])=[CH:5][C:6]=1[C:7]([NH2:9])=[O:8].Cl[C:23]1[N:28]=[C:27]([CH3:29])[C:26]([C:30]2[O:34][C:33](=[O:35])[NH:32][N:31]=2)=[CH:25][CH:24]=1, predict the reaction product. (4) Given the reactants [C:1]([C:5]1[C:6](=[O:14])[C:7]([CH3:13])=[C:8]([CH3:12])[C:9](=[O:11])[CH:10]=1)([CH3:4])([CH3:3])[CH3:2].[C:15](O)(=O)[CH2:16][CH2:17][CH2:18][CH2:19][CH2:20]C.C(#N)C, predict the reaction product. The product is: [C:1]([C:5]1[C:6](=[O:14])[C:7]([CH3:13])=[C:8]([CH3:12])[C:9](=[O:11])[C:10]=1[CH2:15][CH2:16][CH2:17][CH2:18][CH2:19][CH3:20])([CH3:4])([CH3:2])[CH3:3]. (5) Given the reactants [CH3:1][C:2]1[C:6]([C:7]([OH:9])=O)=[CH:5][NH:4][N:3]=1.[CH2:10]([NH2:12])[CH3:11], predict the reaction product. The product is: [CH2:10]([NH:12][C:7]([C:6]1[C:2]([CH3:1])=[N:3][NH:4][CH:5]=1)=[O:9])[CH3:11]. (6) Given the reactants [C:1]([NH:4][C:5]1[CH:10]=[CH:9][C:8]([S:11](Cl)(=[O:13])=[O:12])=[CH:7][CH:6]=1)(=[O:3])[CH3:2].[CH3:15][NH2:16], predict the reaction product. The product is: [CH3:15][NH:16][S:11]([C:8]1[CH:9]=[CH:10][C:5]([NH:4][C:1](=[O:3])[CH3:2])=[CH:6][CH:7]=1)(=[O:13])=[O:12]. (7) Given the reactants Cl.[CH:2]1([CH2:5][O:6][C:7]2[CH:15]=[CH:14][C:10]3[O:11][CH2:12][O:13][C:9]=3[C:8]=2[C:16]2[C:17]3[NH:24][C:23]([CH3:25])=[C:22]([C:26]([NH:28][C@@H:29]4[CH2:33][CH2:32][NH:31][CH2:30]4)=[O:27])[C:18]=3[N:19]=[CH:20][N:21]=2)[CH2:4][CH2:3]1.[C:34](Cl)(=[O:36])[CH3:35], predict the reaction product. The product is: [C:34]([N:31]1[CH2:32][CH2:33][C@@H:29]([NH:28][C:26]([C:22]2[C:18]3[N:19]=[CH:20][N:21]=[C:16]([C:8]4[C:9]5[O:13][CH2:12][O:11][C:10]=5[CH:14]=[CH:15][C:7]=4[O:6][CH2:5][CH:2]4[CH2:4][CH2:3]4)[C:17]=3[NH:24][C:23]=2[CH3:25])=[O:27])[CH2:30]1)(=[O:36])[CH3:35].